From a dataset of Reaction yield outcomes from USPTO patents with 853,638 reactions. Predict the reaction yield, written as a fraction of the theoretical maximum amount of product (1.0 means a 100% yield; for example, 0.34 means a 34% yield). (1) The product is [I:1][C:2]1[CH:3]=[C:4]([C:8]2[N:12]([CH3:13])[C:11](=[S:24])[O:10][N:9]=2)[CH:5]=[CH:6][CH:7]=1. The catalyst is C1(C)C=CC=CC=1. The yield is 0.950. The reactants are [I:1][C:2]1[CH:3]=[C:4]([C:8]2[N:12]([CH3:13])[C:11](=O)[O:10][N:9]=2)[CH:5]=[CH:6][CH:7]=1.COC1C=CC(P2(SP(C3C=CC(OC)=CC=3)(=S)S2)=[S:24])=CC=1. (2) The reactants are [Br:1][C:2]1[CH:7]=[CH:6][C:5]([C:8]2[O:12][N:11]=[C:10]([C:13]3[CH:18]=[CH:17][C:16]([O:19]C(C)C)=[C:15]([I:23])[CH:14]=3)[N:9]=2)=[CH:4][C:3]=1[Cl:24].ClC1C=C(C2ON=C(C3C=CC(OC(C)C)=C(I)C=3)N=2)C=CC=1OCCC. No catalyst specified. The product is [Br:1][C:2]1[CH:7]=[CH:6][C:5]([C:8]2[O:12][N:11]=[C:10]([C:13]3[CH:18]=[CH:17][C:16]([OH:19])=[C:15]([I:23])[CH:14]=3)[N:9]=2)=[CH:4][C:3]=1[Cl:24]. The yield is 0.860. (3) The reactants are [Br:1][C:2]1[CH:8]=[C:7]([N+:9]([O-:11])=[O:10])[CH:6]=[C:5]([Br:12])[C:3]=1N.OS(O)(=O)=O.N([O-])=O.[Na+]. The catalyst is C(O)C. The product is [Br:1][C:2]1[CH:8]=[C:7]([N+:9]([O-:11])=[O:10])[CH:6]=[C:5]([Br:12])[CH:3]=1. The yield is 0.930. (4) The reactants are [F:1][C:2]1[CH:3]=[C:4]([CH:8]=[CH:9][C:10]=1[CH3:11])[C:5]([OH:7])=O.[Br:12]Br.[CH:14]1([NH2:17])[CH2:16][CH2:15]1.C1C=CC2N(O)N=NC=2C=1.Cl.CN(C)CCCN=C=NCC.CCN(C(C)C)C(C)C. The catalyst is [Fe].S([O-])([O-])(=O)=S.[Na+].[Na+]. The product is [Br:12][C:9]1[CH:8]=[C:4]([CH:3]=[C:2]([F:1])[C:10]=1[CH3:11])[C:5]([NH:17][CH:14]1[CH2:16][CH2:15]1)=[O:7]. The yield is 0.440. (5) The reactants are [CH3:1][O:2][C:3]1[CH:4]=[C:5]2[C:10](=[CH:11][C:12]=1[O:13][CH3:14])[N:9]=[CH:8][CH:7]=[C:6]2[O:15][C:16]1[CH:22]=[CH:21][C:19]([NH2:20])=[CH:18][CH:17]=1.Cl[C:24](Cl)([O:26]C(=O)OC(Cl)(Cl)Cl)Cl.[CH3:35][CH2:36][CH2:37][CH:38]([OH:42])[CH2:39][CH2:40][CH3:41].C(=O)(O)[O-].[Na+]. The catalyst is C(Cl)Cl.C(N(CC)CC)C.C1(C)C=CC=CC=1. The product is [CH3:1][O:2][C:3]1[CH:4]=[C:5]2[C:10](=[CH:11][C:12]=1[O:13][CH3:14])[N:9]=[CH:8][CH:7]=[C:6]2[O:15][C:16]1[CH:22]=[CH:21][C:19]([NH:20][C:24](=[O:26])[O:42][CH:38]([CH2:39][CH2:40][CH3:41])[CH2:37][CH2:36][CH3:35])=[CH:18][CH:17]=1. The yield is 0.600. (6) The reactants are [CH2:1]([C:3]1[CH:12]=[CH:11][C:6]2[N:7]=[C:8]([NH2:10])[S:9][C:5]=2[CH:4]=1)[CH3:2].[H-].[Na+].[F:15][C:16]1[N:21]=[C:20](F)[CH:19]=[C:18]([CH2:23][C:24]2[CH:29]=[CH:28][CH:27]=[CH:26][CH:25]=2)[N:17]=1.[Cl-].[NH4+]. The catalyst is O1CCCC1.C(OCC)(=O)C. The product is [CH2:1]([C:3]1[CH:12]=[CH:11][C:6]2[N:7]=[C:8]([NH:10][C:20]3[CH:19]=[C:18]([CH2:23][C:24]4[CH:29]=[CH:28][CH:27]=[CH:26][CH:25]=4)[N:17]=[C:16]([F:15])[N:21]=3)[S:9][C:5]=2[CH:4]=1)[CH3:2]. The yield is 0.310. (7) The reactants are [CH:1]1([CH2:4][CH2:5][NH:6][C:7]([C:9]2[N:10]=[N:11][C:12](Cl)=[CH:13][CH:14]=2)=[O:8])[CH2:3][CH2:2]1.[F:16][C:17]1[CH:22]=[CH:21][C:20]([N:23]2[CH2:28][CH2:27][NH:26][CH2:25][CH2:24]2)=[CH:19][CH:18]=1.N12CCCN=C1CCCCC2. The catalyst is CN(C=O)C.[I-].C([N+](CCCC)(CCCC)CCCC)CCC.C(OCC)(=O)C. The product is [CH:1]1([CH2:4][CH2:5][NH:6][C:7]([C:9]2[N:10]=[N:11][C:12]([N:26]3[CH2:25][CH2:24][N:23]([C:20]4[CH:19]=[CH:18][C:17]([F:16])=[CH:22][CH:21]=4)[CH2:28][CH2:27]3)=[CH:13][CH:14]=2)=[O:8])[CH2:3][CH2:2]1. The yield is 0.740.